This data is from Catalyst prediction with 721,799 reactions and 888 catalyst types from USPTO. The task is: Predict which catalyst facilitates the given reaction. Reactant: [NH2:1][C:2]1[CH:7]=[CH:6][C:5]([CH2:8][C:9]([OH:11])=[O:10])=[CH:4][C:3]=1[I:12].[CH3:13]O.Cl. Product: [NH2:1][C:2]1[CH:7]=[CH:6][C:5]([CH2:8][C:9]([O:11][CH3:13])=[O:10])=[CH:4][C:3]=1[I:12]. The catalyst class is: 5.